Dataset: Peptide-MHC class I binding affinity with 185,985 pairs from IEDB/IMGT. Task: Regression. Given a peptide amino acid sequence and an MHC pseudo amino acid sequence, predict their binding affinity value. This is MHC class I binding data. (1) The peptide sequence is TSASFTDLY. The MHC is HLA-B45:06 with pseudo-sequence HLA-B45:06. The binding affinity (normalized) is 0.213. (2) The peptide sequence is ELRDYFEQI. The MHC is HLA-B08:01 with pseudo-sequence HLA-B08:01. The binding affinity (normalized) is 0.766. (3) The peptide sequence is FPQGKAREF. The MHC is HLA-A31:01 with pseudo-sequence HLA-A31:01. The binding affinity (normalized) is 0.0909. (4) The peptide sequence is YQLWTALISL. The MHC is HLA-B08:01 with pseudo-sequence HLA-B08:01. The binding affinity (normalized) is 0.336. (5) The peptide sequence is NLFDIPLLTV. The MHC is HLA-A02:02 with pseudo-sequence HLA-A02:02. The binding affinity (normalized) is 1.00. (6) The peptide sequence is FVNYNFTLV. The MHC is Mamu-A07 with pseudo-sequence Mamu-A07. The binding affinity (normalized) is 0.00898.